From a dataset of Peptide-MHC class II binding affinity with 134,281 pairs from IEDB. Regression. Given a peptide amino acid sequence and an MHC pseudo amino acid sequence, predict their binding affinity value. This is MHC class II binding data. (1) The MHC is HLA-DQA10501-DQB10201 with pseudo-sequence HLA-DQA10501-DQB10201. The binding affinity (normalized) is 0.605. The peptide sequence is AFILKGDNLFPKV. (2) The peptide sequence is GELQIVDPIDAAFKI. The MHC is DRB5_0101 with pseudo-sequence DRB5_0101. The binding affinity (normalized) is 0.624. (3) The peptide sequence is QIDAFIANAGATADS. The MHC is DRB3_0101 with pseudo-sequence DRB3_0101. The binding affinity (normalized) is 0.683. (4) The peptide sequence is NSVIQALTSLGLLYT. The MHC is DRB1_0301 with pseudo-sequence DRB1_0301. The binding affinity (normalized) is 0.701.